Predict the reaction yield, written as a fraction of the theoretical maximum amount of product (1.0 means a 100% yield; for example, 0.34 means a 34% yield). From a dataset of Reaction yield outcomes from USPTO patents with 853,638 reactions. (1) The reactants are [CH2:1]([O:8][C:9](=[O:32])[CH2:10][C@@H:11]([NH:24][C:25]([O:27][C:28]([CH3:31])([CH3:30])[CH3:29])=[O:26])[C:12]([NH:14][C@H:15]([C:20](=[O:23])NC)C(C)(C)C)=[O:13])[C:2]1[CH:7]=[CH:6][CH:5]=[CH:4][CH:3]=1.Cl.Cl.N[C@H](CO)[CH2:37][C:38]1[N:42]=[CH:41][NH:40][CH:39]=1.CN(C(ON1N=NC2C=CC=CC1=2)=[N+](C)C)C.[B-](F)(F)(F)F. No catalyst specified. The product is [CH2:1]([O:8][C:9](=[O:32])[CH2:10][C@@H:11]([NH:24][C:25]([O:27][C:28]([CH3:29])([CH3:30])[CH3:31])=[O:26])[C:12]([NH:14][C@@H:15]([CH2:37][C:38]1[N:42]=[CH:41][NH:40][CH:39]=1)[CH2:20][OH:23])=[O:13])[C:2]1[CH:7]=[CH:6][CH:5]=[CH:4][CH:3]=1. The yield is 0.920. (2) The reactants are [NH2:1][CH2:2][CH:3]([C:6]1[CH:11]=[CH:10][C:9]([NH:12][C:13]([C:15]2[N:16]([CH2:22][O:23][CH2:24][CH2:25][Si:26]([CH3:29])([CH3:28])[CH3:27])[CH:17]=[C:18]([C:20]#[N:21])[N:19]=2)=[O:14])=[C:8]([C:30]2[CH2:35][CH2:34][CH2:33][CH2:32][CH:31]=2)[CH:7]=1)[CH2:4][NH2:5].CS[C:38](SC)=[N:39][C:40]#[N:41]. The catalyst is C(Cl)Cl. The product is [C:40]([N:39]=[C:38]1[NH:1][CH2:2][CH:3]([C:6]2[CH:11]=[CH:10][C:9]([NH:12][C:13]([C:15]3[N:16]([CH2:22][O:23][CH2:24][CH2:25][Si:26]([CH3:29])([CH3:27])[CH3:28])[CH:17]=[C:18]([C:20]#[N:21])[N:19]=3)=[O:14])=[C:8]([C:30]3[CH2:35][CH2:34][CH2:33][CH2:32][CH:31]=3)[CH:7]=2)[CH2:4][NH:5]1)#[N:41]. The yield is 0.620. (3) No catalyst specified. The yield is 0.610. The reactants are [F:1][C:2]1[CH:8]=[CH:7][C:5](N)=[CH:4][CH:3]=1.[C:9]([N:12]1[C:21]2[C:16](=[CH:17][C:18]([F:22])=[CH:19][CH:20]=2)[C@@H:15]([OH:23])[CH2:14][C@@H:13]1[CH3:24])(=[O:11])[CH3:10].FC1C=CC(O)=CC=1. The product is [C:9]([N:12]1[C:21]2[C:16](=[CH:17][C:18]([F:22])=[CH:19][CH:20]=2)[C@H:15]([O:23][C:5]2[CH:7]=[CH:8][C:2]([F:1])=[CH:3][CH:4]=2)[CH2:14][C@@H:13]1[CH3:24])(=[O:11])[CH3:10]. (4) The reactants are [Cl:1][C:2]1[CH:7]=[CH:6][C:5]([O:8][C:9]2[CH:14]=[CH:13][C:12]([CH2:15]Cl)=[CH:11][CH:10]=2)=[CH:4][C:3]=1[C:17]([F:20])([F:19])[F:18].[CH2:21]([C:23]1[C:24](=[O:30])[NH:25][C:26](=[S:29])[NH:27][CH:28]=1)[CH3:22].CCN(C(C)C)C(C)C. The catalyst is ClCCCl. The product is [Cl:1][C:2]1[CH:7]=[CH:6][C:5]([O:8][C:9]2[CH:14]=[CH:13][C:12]([CH2:15][S:29][C:26]3[NH:27][CH:28]=[C:23]([CH2:21][CH3:22])[C:24](=[O:30])[N:25]=3)=[CH:11][CH:10]=2)=[CH:4][C:3]=1[C:17]([F:20])([F:19])[F:18]. The yield is 0.459. (5) The reactants are Cl[C:2]1[CH:7]=[N:6][C:5]([C:8]2[O:9][CH:10]=[CH:11][CH:12]=2)=[CH:4][N:3]=1.[CH2:13]([CH2:16]OC)OC.[F-].[Cs+]. The catalyst is [Pd].C1(P(C2C=CC=CC=2)C2C=CC=CC=2)C=CC=CC=1.C1(P(C2C=CC=CC=2)C2C=CC=CC=2)C=CC=CC=1.C1(P(C2C=CC=CC=2)C2C=CC=CC=2)C=CC=CC=1.C1(P(C2C=CC=CC=2)C2C=CC=CC=2)C=CC=CC=1.CO. The product is [O:9]1[CH:10]=[CH:11][CH:12]=[C:8]1[C:5]1[CH:4]=[N:3][C:2]([C:16]2[CH:13]=[CH:4][N:3]=[CH:2][CH:7]=2)=[CH:7][N:6]=1. The yield is 0.580.